This data is from Catalyst prediction with 721,799 reactions and 888 catalyst types from USPTO. The task is: Predict which catalyst facilitates the given reaction. (1) Reactant: [O:1]1[CH:5]=[CH:4][C:3]([NH2:6])=[N:2]1.[H-].[Na+].Br[C:10]1[C:11]2[N:12]([C:17]([C:20]([NH:22][C:23]3[CH:28]=[CH:27][N:26]=[CH:25][C:24]=3[F:29])=[O:21])=[CH:18][N:19]=2)[N:13]=[C:14]([Cl:16])[CH:15]=1.CN(C=O)C. The catalyst class is: 1. Product: [Cl:16][C:14]1[CH:15]=[C:10]([NH:6][C:3]2[CH:4]=[CH:5][O:1][N:2]=2)[C:11]2[N:12]([C:17]([C:20]([NH:22][C:23]3[CH:28]=[CH:27][N:26]=[CH:25][C:24]=3[F:29])=[O:21])=[CH:18][N:19]=2)[N:13]=1. (2) Product: [NH2:2][CH2:1][CH:3]([C:12]1[CH:13]=[CH:14][C:15]([F:18])=[CH:16][CH:17]=1)[CH2:4][CH2:5][OH:6]. The catalyst class is: 6. Reactant: [C:1]([CH:3]([C:12]1[CH:17]=[CH:16][C:15]([F:18])=[CH:14][CH:13]=1)[CH2:4][C:5](OC(C)(C)C)=[O:6])#[N:2].C1COCC1.Cl. (3) Reactant: [C:1]([O:5][C:6](=[O:17])[CH2:7]/[N:8]=[CH:9]/[C:10]1[CH:15]=[CH:14][CH:13]=[C:12]([Cl:16])[CH:11]=1)([CH3:4])([CH3:3])[CH3:2].[Cl:18][C:19]1[CH:20]=[C:21](/[CH:25]=[C:26](/[C:29]2[CH:34]=[CH:33][C:32]([Cl:35])=[CH:31][CH:30]=2)\[C:27]#[N:28])[CH:22]=[CH:23][CH:24]=1.C(N(CC)CC)C. Product: [C:1]([O:5][C:6]([CH:7]1[CH:25]([C:21]2[CH:22]=[CH:23][CH:24]=[C:19]([Cl:18])[CH:20]=2)[C:26]([C:29]2[CH:30]=[CH:31][C:32]([Cl:35])=[CH:33][CH:34]=2)([C:27]#[N:28])[CH:9]([C:10]2[CH:15]=[CH:14][CH:13]=[C:12]([Cl:16])[CH:11]=2)[NH:8]1)=[O:17])([CH3:4])([CH3:2])[CH3:3]. The catalyst class is: 4. (4) Reactant: [CH3:1][O:2][C:3](=[O:11])[CH2:4][C@H:5]1[CH2:9][CH2:8][C@@H:7](O)[CH2:6]1.C1C=CC(P(C2C=CC=CC=2)C2C=CC=CC=2)=CC=1.C(Br)(Br)(Br)[Br:32]. Product: [Br:32][C@H:7]1[CH2:8][CH2:9][C@H:5]([CH2:4][C:3]([O:2][CH3:1])=[O:11])[CH2:6]1. The catalyst class is: 2. (5) Reactant: [NH2:1][C:2]1[CH:7]=[CH:6][N:5]=[CH:4][N:3]=1.[H-].[Na+].[N+](C1C=CC([O:19][C:20]([N:22]2[CH2:25][CH:24]([O:26][C:27]3[CH:32]=[CH:31][C:30]([I:33])=[CH:29][N:28]=3)[CH2:23]2)=O)=CC=1)([O-])=O.[Cl-].[NH4+]. Product: [N:5]1[CH:6]=[CH:7][C:2]([NH:1][C:20]([N:22]2[CH2:23][CH:24]([O:26][C:27]3[CH:32]=[CH:31][C:30]([I:33])=[CH:29][N:28]=3)[CH2:25]2)=[O:19])=[N:3][CH:4]=1. The catalyst class is: 3. (6) Reactant: [OH:1][CH2:2][CH2:3][N:4]1[CH2:9][CH2:8][NH:7][CH2:6][CH2:5]1.C(=O)([O-])[O-].[Na+].[Na+].Cl[C:17]1[N:22]=[C:21]([NH:23][C:24]([NH:26][CH2:27][CH3:28])=[O:25])[CH:20]=[N:19][CH:18]=1. Product: [CH2:27]([NH:26][C:24]([NH:23][C:21]1[N:22]=[C:17]([N:7]2[CH2:8][CH2:9][N:4]([CH2:3][CH2:2][OH:1])[CH2:5][CH2:6]2)[CH:18]=[N:19][CH:20]=1)=[O:25])[CH3:28]. The catalyst class is: 51.